This data is from Reaction yield outcomes from USPTO patents with 853,638 reactions. The task is: Predict the reaction yield, written as a fraction of the theoretical maximum amount of product (1.0 means a 100% yield; for example, 0.34 means a 34% yield). (1) The reactants are [F:1][C:2]1([F:57])[CH2:7][CH2:6][CH:5]([C:8]2[C:17]3[CH:16]([O:18]CC4C=CC(OC)=CC=4)[CH2:15][C:14]([CH3:29])([CH3:28])[CH2:13][C:12]=3[N:11]=[C:10]([CH:30]3[CH2:35][CH2:34][N:33]([C:36]4[N:41]=[CH:40][C:39]([CH2:42][O:43][CH3:44])=[CH:38][N:37]=4)[CH2:32][CH2:31]3)[C:9]=2[CH:45]([F:56])[C:46]2[CH:51]=[CH:50][C:49]([C:52]([F:55])([F:54])[F:53])=[CH:48][CH:47]=2)[CH2:4][CH2:3]1.FC1(F)CCC(C2C3C(OCC4C=CC(OC)=CC=4)CC(C)(C)CC=3N=C(C3CCN(C4N=CC(C(O)C(C)C)=CN=4)CC3)C=2C(F)C2C=CC(C(F)(F)F)=CC=2)CC1. No catalyst specified. The product is [F:57][C:2]1([F:1])[CH2:3][CH2:4][CH:5]([C:8]2[C:17]3[CH:16]([OH:18])[CH2:15][C:14]([CH3:29])([CH3:28])[CH2:13][C:12]=3[N:11]=[C:10]([CH:30]3[CH2:31][CH2:32][N:33]([C:36]4[N:41]=[CH:40][C:39]([CH2:42][O:43][CH3:44])=[CH:38][N:37]=4)[CH2:34][CH2:35]3)[C:9]=2[CH:45]([F:56])[C:46]2[CH:47]=[CH:48][C:49]([C:52]([F:53])([F:55])[F:54])=[CH:50][CH:51]=2)[CH2:6][CH2:7]1. The yield is 0.960. (2) The reactants are [F:1][C:2]1[CH:3]=[C:4]([C:8]2[C:17]3[C:12](=[CH:13][CH:14]=[C:15]([OH:18])[CH:16]=3)[C:11](=[O:19])[N:10]([CH2:20][CH:21]([CH3:23])[CH3:22])[C:9]=2[CH2:24][NH:25][C:26](=[O:32])[O:27][C:28]([CH3:31])([CH3:30])[CH3:29])[CH:5]=[CH:6][CH:7]=1.[H-].[Na+].C1C=CC(N([S:42]([C:45]([F:48])([F:47])[F:46])(=[O:44])=[O:43])[S:42]([C:45]([F:48])([F:47])[F:46])(=[O:44])=[O:43])=CC=1.O. The catalyst is CN(C)C=O. The product is [F:1][C:2]1[CH:3]=[C:4]([C:8]2[C:17]3[C:12](=[CH:13][CH:14]=[C:15]([O:18][S:42]([C:45]([F:48])([F:47])[F:46])(=[O:44])=[O:43])[CH:16]=3)[C:11](=[O:19])[N:10]([CH2:20][CH:21]([CH3:22])[CH3:23])[C:9]=2[CH2:24][NH:25][C:26](=[O:32])[O:27][C:28]([CH3:30])([CH3:29])[CH3:31])[CH:5]=[CH:6][CH:7]=1. The yield is 1.00. (3) The reactants are [C:1](O)(=O)[CH3:2].C[SiH](C)C.[C:9]([BH3-])#N.[Na+].Cl.[NH:14]1[CH2:19][CH2:18][O:17][CH2:16][CH:15]1[C:20]([NH2:22])=[O:21]. The catalyst is CO. The product is [CH:2]1([N:14]2[CH2:19][CH2:18][O:17][CH2:16][CH:15]2[C:20]([NH2:22])=[O:21])[CH2:1][CH2:9]1. The yield is 0.470. (4) The reactants are [NH2:1][C@@H:2]1[C@@H:6]([CH2:7][O:8][C:9]([C:22]2[CH:27]=[CH:26][CH:25]=[CH:24][CH:23]=2)([C:16]2[CH:21]=[CH:20][CH:19]=[CH:18][CH:17]=2)[C:10]2[CH:15]=[CH:14][CH:13]=[CH:12][CH:11]=2)[O:5][C@@H:4]([N:28]2[CH:35]=[CH:34][C:32](=[O:33])[NH:31][C:29]2=[O:30])[CH2:3]1.[C:36](OC(=O)C)(=[O:38])[CH3:37].C(N(CC)CC)C. The catalyst is C(Cl)Cl. The product is [C:36]([NH:1][C@@H:2]1[C@@H:6]([CH2:7][O:8][C:9]([C:16]2[CH:21]=[CH:20][CH:19]=[CH:18][CH:17]=2)([C:22]2[CH:23]=[CH:24][CH:25]=[CH:26][CH:27]=2)[C:10]2[CH:15]=[CH:14][CH:13]=[CH:12][CH:11]=2)[O:5][C@@H:4]([N:28]2[CH:35]=[CH:34][C:32](=[O:33])[NH:31][C:29]2=[O:30])[CH2:3]1)(=[O:38])[CH3:37]. The yield is 0.950. (5) The product is [Br:1][C:2]1[CH:3]=[C:4]([N:8]2[CH:12]=[C:11]([C@:13]3([CH3:21])[C:14]([F:20])([F:19])[CH2:15][O:16][C:17]([NH2:18])=[N:22]3)[CH:10]=[N:9]2)[CH:5]=[CH:6][CH:7]=1. The reactants are [Br:1][C:2]1[CH:3]=[C:4]([N:8]2[CH:12]=[C:11]([C@:13]([NH2:22])([CH3:21])[C:14]([F:20])([F:19])[CH2:15][O:16][C:17]#[N:18])[CH:10]=[N:9]2)[CH:5]=[CH:6][CH:7]=1.[OH-].[NH4+].ClCCl. The yield is 0.540. The catalyst is CO. (6) The reactants are [C:1](Cl)(=[O:8])[O:2][CH2:3][C:4]([Cl:7])([Cl:6])[Cl:5].C1COCC1.[F:15][C:16]1[N:21]=[CH:20][C:19]([NH2:22])=[CH:18][CH:17]=1.C(N(CC)CC)C. The catalyst is O. The product is [F:15][C:16]1[N:21]=[CH:20][C:19]([NH:22][C:1](=[O:8])[O:2][CH2:3][C:4]([Cl:7])([Cl:6])[Cl:5])=[CH:18][CH:17]=1. The yield is 0.920. (7) The reactants are C(OC(=O)[NH:7][CH:8]([C:14]1[CH:19]=[CH:18][C:17]([C:20](=[O:28])[NH:21][C:22]2[CH:27]=[CH:26][N:25]=[CH:24][CH:23]=2)=[CH:16][CH:15]=1)[CH:9]1CC[CH2:11][NH:10]1)(C)(C)C.[C:30]1([S:36]([Cl:39])(=[O:38])=[O:37])[CH:35]=[CH:34][CH:33]=[CH:32][CH:31]=1.CCN(C(C)C)C(C)C. The catalyst is C1COCC1.CCOC(C)=O.O. The product is [ClH:39].[ClH:39].[NH2:7][CH:8]([C:14]1[CH:15]=[CH:16][C:17]([C:20]([NH:21][C:22]2[CH:23]=[CH:24][N:25]=[CH:26][CH:27]=2)=[O:28])=[CH:18][CH:19]=1)[CH2:9][N:10]([S:36]([C:30]1[CH:35]=[CH:34][CH:33]=[CH:32][CH:31]=1)(=[O:38])=[O:37])[CH3:11]. The yield is 0.740. (8) The reactants are [C:1](Cl)(=[O:5])[C:2](Cl)=[O:3].CN(C=O)C.[C:12]1([CH3:18])[CH:17]=[CH:16][CH:15]=[CH:14][CH:13]=1. The catalyst is C1COCC1. The product is [O:3]=[C:2]([CH2:18][C:12]1[CH:17]=[CH:16][CH:15]=[CH:14][CH:13]=1)[CH:1]=[O:5]. The yield is 0.800.